From a dataset of Full USPTO retrosynthesis dataset with 1.9M reactions from patents (1976-2016). Predict the reactants needed to synthesize the given product. (1) Given the product [Cl:1][C:2]1[CH:19]=[C:18]([F:20])[CH:17]=[CH:16][C:3]=1[CH2:4][O:5][C:6]1[CH:13]=[CH:12][C:9]([CH:10]=[C:25]2[S:21][C:22](=[O:27])[NH:23][C:24]2=[O:26])=[CH:8][C:7]=1[O:14][CH3:15], predict the reactants needed to synthesize it. The reactants are: [Cl:1][C:2]1[CH:19]=[C:18]([F:20])[CH:17]=[CH:16][C:3]=1[CH2:4][O:5][C:6]1[CH:13]=[CH:12][C:9]([CH:10]=O)=[CH:8][C:7]=1[O:14][CH3:15].[S:21]1[CH2:25][C:24](=[O:26])[NH:23][C:22]1=[O:27].C([O-])(=O)C.[Na+]. (2) Given the product [Si:1]([O:8][CH:9]([CH:28]1[CH2:37][CH2:36][C:35]2[C:30](=[CH:31][CH:32]=[C:33]([O:38][C:39]3[CH:40]=[CH:41][CH:42]=[CH:43][CH:44]=3)[CH:34]=2)[CH2:29]1)[C:10]1[O:11][C:12]([C:46]2[CH:51]=[CH:50][CH:49]=[CH:48][N:47]=2)=[CH:13][N:14]=1)([C:4]([CH3:6])([CH3:7])[CH3:5])([CH3:2])[CH3:3], predict the reactants needed to synthesize it. The reactants are: [Si:1]([O:8][CH:9]([CH:28]1[CH2:37][CH2:36][C:35]2[C:30](=[CH:31][CH:32]=[C:33]([O:38][C:39]3[CH:44]=[CH:43][CH:42]=[CH:41][CH:40]=3)[CH:34]=2)[CH2:29]1)[C:10]1[O:11][C:12]([Sn](CCCC)(CCCC)CCCC)=[CH:13][N:14]=1)([C:4]([CH3:7])([CH3:6])[CH3:5])([CH3:3])[CH3:2].Br[C:46]1[CH:51]=[CH:50][CH:49]=[CH:48][N:47]=1.